This data is from Full USPTO retrosynthesis dataset with 1.9M reactions from patents (1976-2016). The task is: Predict the reactants needed to synthesize the given product. (1) Given the product [OH:7][CH2:6][C:5]1[CH:9]=[CH:10][CH:11]=[CH:12][C:4]=1[S:1]([C:13]1[C:14]([CH2:15][OH:16])=[CH:18][CH:19]=[CH:20][CH:21]=1)(=[O:3])=[O:2], predict the reactants needed to synthesize it. The reactants are: [S:1]([C:13]1[CH:21]=[CH:20][CH:19]=[CH:18][C:14]=1[C:15](O)=[O:16])([C:4]1[CH:12]=[CH:11][CH:10]=[CH:9][C:5]=1[C:6](O)=[O:7])(=[O:3])=[O:2].C(C1C=CC=C([N+]([O-])=O)C=1SC1C=CC(F)=CC=1C(O)=O)(O)=O.B. (2) Given the product [Cl:42][C:39]1[CH:40]=[CH:41][C:36]([S:33]([C:30]([C:28]2[CH:27]=[C:26]([N:43]3[CH2:48][CH2:47][O:46][CH2:45][C@@H:44]3[CH3:49])[N:25]=[C:24]([C:15]3[CH:16]=[CH:17][C:18]([NH2:19])=[CH:20][CH:21]=3)[N:29]=2)([CH3:32])[CH3:31])(=[O:34])=[O:35])=[CH:37][CH:38]=1, predict the reactants needed to synthesize it. The reactants are: C(=O)([O-])[O-].[Na+].[Na+].CC1(C)C(C)(C)OB([C:15]2[CH:21]=[CH:20][C:18]([NH2:19])=[CH:17][CH:16]=2)O1.Cl[C:24]1[N:29]=[C:28]([C:30]([S:33]([C:36]2[CH:41]=[CH:40][C:39]([Cl:42])=[CH:38][CH:37]=2)(=[O:35])=[O:34])([CH3:32])[CH3:31])[CH:27]=[C:26]([N:43]2[CH2:48][CH2:47][O:46][CH2:45][C@@H:44]2[CH3:49])[N:25]=1.C(O)C. (3) Given the product [F:41][C:42]([F:61])([F:60])[S:43]([O:29][C:13]1[C:12]2[C:17](=[CH:18][CH:19]=[C:10]([S:7](=[O:8])(=[O:9])[N:6]([CH2:5][C:4]3[CH:35]=[CH:36][C:37]([O:39][CH3:40])=[CH:38][C:3]=3[O:2][CH3:1])[C:30]3[S:31][CH:32]=[CH:33][N:34]=3)[CH:11]=2)[C:16]([C:20]2[CH:25]=[CH:24][C:23]([F:26])=[CH:22][C:21]=2[O:27][CH3:28])=[N:15][CH:14]=1)(=[O:45])=[O:44], predict the reactants needed to synthesize it. The reactants are: [CH3:1][O:2][C:3]1[CH:38]=[C:37]([O:39][CH3:40])[CH:36]=[CH:35][C:4]=1[CH2:5][N:6]([C:30]1[S:31][CH:32]=[CH:33][N:34]=1)[S:7]([C:10]1[CH:11]=[C:12]2[C:17](=[CH:18][CH:19]=1)[C:16]([C:20]1[CH:25]=[CH:24][C:23]([F:26])=[CH:22][C:21]=1[O:27][CH3:28])=[N:15][CH:14]=[C:13]2[OH:29])(=[O:9])=[O:8].[F:41][C:42]([F:61])([F:60])[S:43](N(C1C=CC=CC=1)[S:43]([C:42]([F:61])([F:60])[F:41])(=[O:45])=[O:44])(=[O:45])=[O:44].C(N(CC)CC)C. (4) Given the product [Cl:1][C:2]1[N:7]=[C:6]([NH:26][NH2:27])[N:5]=[C:4]([NH:12][CH:13]([CH3:15])[CH3:14])[C:3]=1[C:16]1[C:21]([F:22])=[CH:20][C:19]([F:23])=[CH:18][C:17]=1[F:24], predict the reactants needed to synthesize it. The reactants are: [Cl:1][C:2]1[N:7]=[C:6](S(C)(=O)=O)[N:5]=[C:4]([NH:12][CH:13]([CH3:15])[CH3:14])[C:3]=1[C:16]1[C:21]([F:22])=[CH:20][C:19]([F:23])=[CH:18][C:17]=1[F:24].O.[NH2:26][NH2:27]. (5) Given the product [CH3:22][C:19]1[CH:20]=[CH:21][C:16]([S:13]([N:11]2[CH2:10][C:9]34[CH2:36][CH2:7][C:8]3([CH2:25][N:24]([S:26]([C:29]3[CH:30]=[CH:31][C:32]([CH3:35])=[CH:33][CH:34]=3)(=[O:28])=[O:27])[CH2:23]4)[CH2:12]2)(=[O:15])=[O:14])=[CH:17][CH:18]=1, predict the reactants needed to synthesize it. The reactants are: C([Li])(C)(C)C.I[CH2:7][C:8]12[CH2:25][N:24]([S:26]([C:29]3[CH:34]=[CH:33][C:32]([CH3:35])=[CH:31][CH:30]=3)(=[O:28])=[O:27])[CH2:23][C:9]1([CH2:36]I)[CH2:10][N:11]([S:13]([C:16]1[CH:21]=[CH:20][C:19]([CH3:22])=[CH:18][CH:17]=1)(=[O:15])=[O:14])[CH2:12]2.CCCCC. (6) Given the product [CH:10]1([CH2:9][O:8][C:3]2[CH:4]=[N:5][CH:6]=[CH:7][C:2]=2[B:13]2[O:17][C:16]([CH3:19])([CH3:18])[C:15]([CH3:21])([CH3:20])[O:14]2)[CH2:12][CH2:11]1, predict the reactants needed to synthesize it. The reactants are: Br[C:2]1[CH:7]=[CH:6][N:5]=[CH:4][C:3]=1[O:8][CH2:9][CH:10]1[CH2:12][CH2:11]1.[B:13]1([B:13]2[O:17][C:16]([CH3:19])([CH3:18])[C:15]([CH3:21])([CH3:20])[O:14]2)[O:17][C:16]([CH3:19])([CH3:18])[C:15]([CH3:21])([CH3:20])[O:14]1.C([O-])(=O)C.[K+]. (7) The reactants are: Cl[C:2]1[N:3]=[C:4]([N:26]2[CH2:31][CH2:30][O:29][CH2:28][CH2:27]2)[C:5]2[S:10][C:9]([CH2:11][N:12]3[CH2:17][CH2:16][N:15]([S:18]([CH2:21][S:22]([CH3:25])(=[O:24])=[O:23])(=[O:20])=[O:19])[CH2:14][CH2:13]3)=[CH:8][C:6]=2[N:7]=1.[NH2:32][C:33]1[N:38]=[CH:37][C:36](B(O)O)=[CH:35][N:34]=1. Given the product [CH3:25][S:22]([CH2:21][S:18]([N:15]1[CH2:16][CH2:17][N:12]([CH2:11][C:9]2[S:10][C:5]3[C:4]([N:26]4[CH2:31][CH2:30][O:29][CH2:28][CH2:27]4)=[N:3][C:2]([C:36]4[CH:35]=[N:34][C:33]([NH2:32])=[N:38][CH:37]=4)=[N:7][C:6]=3[CH:8]=2)[CH2:13][CH2:14]1)(=[O:20])=[O:19])(=[O:24])=[O:23], predict the reactants needed to synthesize it.